Dataset: Reaction yield outcomes from USPTO patents with 853,638 reactions. Task: Predict the reaction yield, written as a fraction of the theoretical maximum amount of product (1.0 means a 100% yield; for example, 0.34 means a 34% yield). (1) The product is [C:1]([N:8]1[CH2:12][C@@H:11]([NH2:13])[CH2:10][C@@H:9]1[CH2:14][CH2:15][CH3:16])([O:3][C:4]([CH3:7])([CH3:6])[CH3:5])=[O:2]. The yield is 0.985. The catalyst is O1CCOCC1.[Pd]. The reactants are [C:1]([N:8]1[CH2:12][C@@H:11]([NH2:13])[CH2:10][C@@H:9]1[CH2:14][CH:15]=[CH2:16])([O:3][C:4]([CH3:7])([CH3:6])[CH3:5])=[O:2]. (2) The reactants are [OH:1][C:2]1[CH:3]=[C:4]2[C:17](=[CH:18][CH:19]=1)[C:16]1[C:7](=[C:8]3[C:13](=[CH:14][CH:15]=1)[NH:12][C:11]([CH3:21])([CH3:20])[CH:10]=[C:9]3[CH3:22])[C:6](=[O:23])[O:5]2.C(=O)([O-])[O-].[K+].[K+].[C:30]([O:33][CH2:34]C)(=O)C.C(OCC)C. The catalyst is CN(C)C=O. The product is [CH3:30][O:33][CH2:34][O:1][C:2]1[CH:3]=[C:4]2[C:17](=[CH:18][CH:19]=1)[C:16]1[C:7](=[C:8]3[C:13](=[CH:14][CH:15]=1)[NH:12][C:11]([CH3:20])([CH3:21])[CH:10]=[C:9]3[CH3:22])[C:6](=[O:23])[O:5]2. The yield is 0.660.